Predict which catalyst facilitates the given reaction. From a dataset of Catalyst prediction with 721,799 reactions and 888 catalyst types from USPTO. Reactant: [CH3:1][O:2][C:3](=[O:26])[CH2:4][CH2:5][CH2:6]/[CH:7]=[CH:8]\[CH2:9][N:10]1[CH:15](/[CH:16]=[CH:17]/[C:18](=[O:24])[CH2:19][CH2:20][CH2:21][CH2:22][CH3:23])[CH2:14][CH2:13][CH2:12][C:11]1=[O:25].[H][H]. Product: [CH3:1][O:2][C:3](=[O:26])[CH2:4][CH2:5][CH2:6][CH2:7][CH2:8][CH2:9][N:10]1[CH:15]([CH2:16][CH2:17][C:18](=[O:24])[CH2:19][CH2:20][CH2:21][CH2:22][CH3:23])[CH2:14][CH2:13][CH2:12][C:11]1=[O:25]. The catalyst class is: 43.